Task: Predict the reactants needed to synthesize the given product.. Dataset: Full USPTO retrosynthesis dataset with 1.9M reactions from patents (1976-2016) (1) The reactants are: [CH2:1]([C:5]1[CH:6]=[C:7]2[C:12](=[C:13]([O:15][CH:16]3[CH2:21][CH2:20][NH:19][CH2:18][CH2:17]3)[CH:14]=1)[N:11]=[CH:10][CH:9]=[CH:8]2)[CH2:2][CH2:3][CH3:4].[I-].[Na+].C(=O)(O)[O-].[Na+].[CH3:29][C:30]([S:33]([CH2:36][CH2:37][Cl:38])(=[O:35])=[O:34])([CH3:32])[CH3:31]. Given the product [ClH:38].[ClH:38].[CH2:1]([C:5]1[CH:6]=[C:7]2[C:12](=[C:13]([O:15][CH:16]3[CH2:17][CH2:18][N:19]([CH2:37][CH2:36][S:33]([C:30]([CH3:32])([CH3:31])[CH3:29])(=[O:35])=[O:34])[CH2:20][CH2:21]3)[CH:14]=1)[N:11]=[CH:10][CH:9]=[CH:8]2)[CH2:2][CH2:3][CH3:4], predict the reactants needed to synthesize it. (2) The reactants are: [CH3:1][O:2][C:3]1[CH:12]=[C:11]2[C:6]([CH:7]=[C:8]([C:13]3[CH:18]=[CH:17][C:16]([O:19][CH3:20])=[CH:15][C:14]=3[N+:21]([O-])=O)[CH2:9][CH2:10]2)=[CH:5][CH:4]=1.[Cl-].[NH4+].O. Given the product [CH3:20][O:19][C:16]1[CH:17]=[CH:18][C:13]([C:8]2[CH2:9][CH2:10][C:11]3[C:6](=[CH:5][CH:4]=[C:3]([O:2][CH3:1])[CH:12]=3)[CH:7]=2)=[C:14]([NH2:21])[CH:15]=1, predict the reactants needed to synthesize it.